From a dataset of Catalyst prediction with 721,799 reactions and 888 catalyst types from USPTO. Predict which catalyst facilitates the given reaction. (1) Product: [CH3:1][O:2][C:3]([C:5]1[CH:10]=[C:9]([N:11]2[CH2:16][CH2:15][N:14]([C:17]([O:19][C:20]([CH3:23])([CH3:21])[CH3:22])=[O:18])[CH2:13][CH2:12]2)[N:8]=[C:7]([C:24]2[CH:29]=[CH:28][N:27]=[C:26]([F:30])[CH:25]=2)[C:6]=1[Br:36])=[O:4]. The catalyst class is: 2. Reactant: [CH3:1][O:2][C:3]([C:5]1[CH:10]=[C:9]([N:11]2[CH2:16][CH2:15][N:14]([C:17]([O:19][C:20]([CH3:23])([CH3:22])[CH3:21])=[O:18])[CH2:13][CH2:12]2)[N:8]=[C:7]([C:24]2[CH:29]=[CH:28][N:27]=[C:26]([F:30])[CH:25]=2)[CH:6]=1)=[O:4].CC([O-])=O.[K+].[Br:36]Br.[O-]S([O-])(=S)=O.[Na+].[Na+].C([O-])(O)=O.[Na+]. (2) Reactant: [CH3:1][C:2]1[O:6][C:5]([C:7]2[CH:12]=[CH:11][C:10]([N:13]3[CH2:18][CH2:17][O:16][CH2:15][CH2:14]3)=[CH:9][CH:8]=2)=[N:4][C:3]=1[CH2:19][CH2:20][O:21]S(C1C=CC(C)=CC=1)(=O)=O.[CH3:32][O:33][C:34](=[O:53])[CH2:35][CH2:36][C:37]1[CH:42]=[CH:41][C:40](O)=[CH:39][C:38]=1[CH2:44][CH2:45][NH:46][C:47]([O:49][CH:50]([CH3:52])[CH3:51])=[O:48].C([O-])([O-])=O.[K+].[K+]. Product: [CH3:32][O:33][C:34](=[O:53])[CH2:35][CH2:36][C:37]1[CH:42]=[CH:41][C:40]([O:21][CH2:20][CH2:19][C:3]2[N:4]=[C:5]([C:7]3[CH:12]=[CH:11][C:10]([N:13]4[CH2:18][CH2:17][O:16][CH2:15][CH2:14]4)=[CH:9][CH:8]=3)[O:6][C:2]=2[CH3:1])=[CH:39][C:38]=1[CH2:44][CH2:45][NH:46][C:47]([O:49][CH:50]([CH3:51])[CH3:52])=[O:48]. The catalyst class is: 18.